From a dataset of Full USPTO retrosynthesis dataset with 1.9M reactions from patents (1976-2016). Predict the reactants needed to synthesize the given product. Given the product [NH2:5][C:6]1[C:15]2=[N:16][N:17]([CH2:24][CH2:25][OH:26])[C:18]([CH2:19][C:20]([CH3:23])([OH:22])[CH3:21])=[C:14]2[C:13]2[CH:12]=[CH:11][CH:10]=[CH:9][C:8]=2[N:7]=1, predict the reactants needed to synthesize it. The reactants are: B(Br)(Br)Br.[NH2:5][C:6]1[C:15]2=[N:16][N:17]([CH2:24][CH2:25][O:26]C)[C:18]([CH2:19][C:20]([CH3:23])([OH:22])[CH3:21])=[C:14]2[C:13]2[CH:12]=[CH:11][CH:10]=[CH:9][C:8]=2[N:7]=1.